From a dataset of Full USPTO retrosynthesis dataset with 1.9M reactions from patents (1976-2016). Predict the reactants needed to synthesize the given product. (1) The reactants are: [Cl:1][C:2]1[CH:3]=[C:4]([N:13]([CH2:20][C:21]2[CH:26]=[CH:25][C:24]([O:27][CH3:28])=[CH:23][CH:22]=2)[C:14]2[CH:19]=[CH:18][CH:17]=[CH:16][CH:15]=2)[C:5]2[N:6]([C:8]([C:11]#[N:12])=[CH:9][N:10]=2)[N:7]=1.[OH-:29].[Na+].CO. Given the product [Cl:1][C:2]1[CH:3]=[C:4]([N:13]([CH2:20][C:21]2[CH:22]=[CH:23][C:24]([O:27][CH3:28])=[CH:25][CH:26]=2)[C:14]2[CH:15]=[CH:16][CH:17]=[CH:18][CH:19]=2)[C:5]2[N:6]([C:8]([C:11]([NH2:12])=[O:29])=[CH:9][N:10]=2)[N:7]=1, predict the reactants needed to synthesize it. (2) The reactants are: Cl.[C:2]([O:6][C:7]([NH:9][CH:10]1[CH2:15][CH2:14][N:13]([CH:16]2[CH2:21][CH:20]([C:22]3[CH:27]=[CH:26][C:25]([F:28])=[CH:24][CH:23]=3)[CH:19]([C:29]([O:31][CH3:32])=[O:30])[NH:18][CH2:17]2)[CH2:12][CH2:11]1)=[O:8])([CH3:5])([CH3:4])[CH3:3].[C:33](Cl)(=[O:42])[O:34][CH2:35][C:36]1[CH:41]=[CH:40][CH:39]=[CH:38][CH:37]=1. Given the product [C:2]([O:6][C:7]([NH:9][CH:10]1[CH2:11][CH2:12][N:13]([CH:16]2[CH2:21][CH:20]([C:22]3[CH:23]=[CH:24][C:25]([F:28])=[CH:26][CH:27]=3)[CH:19]([C:29]([O:31][CH3:32])=[O:30])[N:18]([C:33]([O:34][CH2:35][C:36]3[CH:41]=[CH:40][CH:39]=[CH:38][CH:37]=3)=[O:42])[CH2:17]2)[CH2:14][CH2:15]1)=[O:8])([CH3:5])([CH3:4])[CH3:3], predict the reactants needed to synthesize it. (3) Given the product [F:43][C:42]1[CH:41]=[C:40]([NH:44][CH:45]2[CH2:46][N:47]([CH2:49][CH2:50][CH2:51][F:52])[CH2:48]2)[CH:39]=[C:38]([F:53])[C:37]=1[CH:23]1[C:24]2[NH:25][C:26]3[C:31]([C:32]=2[CH2:33][CH:34]([CH3:35])[N:22]1[CH2:21][C:20]([F:55])([CH3:54])[CH2:19][OH:18])=[CH:30][C:29]([F:36])=[CH:28][CH:27]=3, predict the reactants needed to synthesize it. The reactants are: [Si]([O:18][CH2:19][C:20]([F:55])([CH3:54])[CH2:21][N:22]1[C@H:34]([CH3:35])[CH2:33][C:32]2[C:31]3[C:26](=[CH:27][CH:28]=[C:29]([F:36])[CH:30]=3)[NH:25][C:24]=2[C@H:23]1[C:37]1[C:42]([F:43])=[CH:41][C:40]([NH:44][CH:45]2[CH2:48][N:47]([CH2:49][CH2:50][CH2:51][F:52])[CH2:46]2)=[CH:39][C:38]=1[F:53])(C(C)(C)C)(C1C=CC=CC=1)C1C=CC=CC=1.CCCC[N+](CCCC)(CCCC)CCCC.[F-]. (4) Given the product [F:1][C:2]1[CH:3]=[C:4]([CH3:12])[C:5]([O:11][CH3:13])=[CH:6][C:7]=1[N+:8]([O-:10])=[O:9], predict the reactants needed to synthesize it. The reactants are: [F:1][C:2]1[C:7]([N+:8]([O-:10])=[O:9])=[CH:6][C:5]([OH:11])=[C:4]([CH3:12])[CH:3]=1.[C:13]([O-])([O-])=O.[K+].[K+].CI. (5) The reactants are: [CH3:1]C([O-])(C)C.[K+].[F:7][C:8]1[CH:9]=[C:10]([CH:13]=[C:14]([F:27])[C:15]=1[O:16][C:17]1[CH:18]=[N:19][C:20]([C:23]([F:26])([F:25])[F:24])=[N:21][CH:22]=1)[CH:11]=O.[NH4+].[Cl-]. Given the product [F:7][C:8]1[CH:9]=[C:10]([CH:11]=[CH2:1])[CH:13]=[C:14]([F:27])[C:15]=1[O:16][C:17]1[CH:18]=[N:19][C:20]([C:23]([F:26])([F:25])[F:24])=[N:21][CH:22]=1, predict the reactants needed to synthesize it. (6) Given the product [Br:1][C:2]1[N:7]=[CH:6][C:5]([C:8]([N:29]2[CH2:28][CH2:27][C:25]3[N:26]=[C:21]([NH:20][CH:12]4[CH2:11][C:19]5[C:14](=[CH:15][CH:16]=[CH:17][CH:18]=5)[CH2:13]4)[N:22]=[CH:23][C:24]=3[CH2:30]2)=[O:10])=[CH:4][CH:3]=1, predict the reactants needed to synthesize it. The reactants are: [Br:1][C:2]1[N:7]=[CH:6][C:5]([C:8]([OH:10])=O)=[CH:4][CH:3]=1.[CH2:11]1[C:19]2[C:14](=[CH:15][CH:16]=[CH:17][CH:18]=2)[CH2:13][CH:12]1[NH:20][C:21]1[N:22]=[CH:23][C:24]2[CH2:30][NH:29][CH2:28][CH2:27][C:25]=2[N:26]=1.Cl.CN(C)CCCN=C=NCC.N1C=CC(N)=CC=1. (7) The reactants are: [N+:1]([C:4]1[CH:9]=[CH:8][CH:7]=[C:6]([N+:10]([O-:12])=[O:11])[C:5]=1[CH2:13][CH:14]([OH:19])[C:15]([O:17][CH3:18])=[O:16])([O-:3])=[O:2].C(N(CC)CC)C.[CH3:27][S:28](Cl)(=[O:30])=[O:29].C(=O)([O-])O.[Na+]. Given the product [N+:1]([C:4]1[CH:9]=[CH:8][CH:7]=[C:6]([N+:10]([O-:12])=[O:11])[C:5]=1[CH2:13][CH:14]([O:19][S:28]([CH3:27])(=[O:30])=[O:29])[C:15]([O:17][CH3:18])=[O:16])([O-:3])=[O:2], predict the reactants needed to synthesize it. (8) Given the product [CH2:19]([N:21]([CH2:24][CH3:25])[CH2:22][CH2:23][CH2:36][N:38]([CH3:39])[C:30]([NH:11][C:7]1[CH:6]=[C:5]([O:4][C:3]2[CH:12]=[CH:13][C:14]([N+:16]([O-:18])=[O:17])=[CH:15][C:2]=2[F:1])[CH:10]=[CH:9][N:8]=1)=[O:29])[CH3:20], predict the reactants needed to synthesize it. The reactants are: [F:1][C:2]1[CH:15]=[C:14]([N+:16]([O-:18])=[O:17])[CH:13]=[CH:12][C:3]=1[O:4][C:5]1[CH:10]=[CH:9][N:8]=[C:7]([NH2:11])[CH:6]=1.[CH2:19]([N:21]([CH2:24][CH3:25])[CH2:22][CH3:23])[CH3:20].ClC([O:29][C:30]1C=CC=CC=1)=O.[CH2:36]([N:38](CC)[CH2:39]CCNC)C. (9) Given the product [Cl:17][C:15]1[CH:16]=[C:11]2[CH:10]=[C:9]([C:7]([NH:6][CH2:5][C:4]([OH:19])=[O:3])=[O:8])[NH:18][C:12]2=[CH:13][N:14]=1, predict the reactants needed to synthesize it. The reactants are: C([O:3][C:4](=[O:19])[CH2:5][NH:6][C:7]([C:9]1[NH:18][C:12]2=[CH:13][N:14]=[C:15]([Cl:17])[CH:16]=[C:11]2[CH:10]=1)=[O:8])C.[OH-].[Na+].